Predict the reactants needed to synthesize the given product. From a dataset of Full USPTO retrosynthesis dataset with 1.9M reactions from patents (1976-2016). (1) The reactants are: COC1C=CC([CH2:7][N:8](C)[C:9]2[CH:18]=[C:17]3[C:12]([CH:13]=[C:14]([C:21]4[CH:26]=[C:25]([NH2:27])[C:24]([F:28])=[CH:23][C:22]=4[CH3:29])[C:15](=[O:20])[N:16]3[CH3:19])=[CH:11][N:10]=2)=CC=1.C(C(O)=O)(F)(F)F.C([O-])([O-])=O.[Na+].[Na+]. Given the product [NH2:27][C:25]1[C:24]([F:28])=[CH:23][C:22]([CH3:29])=[C:21]([C:14]2[C:15](=[O:20])[N:16]([CH3:19])[C:17]3[C:12]([CH:13]=2)=[CH:11][N:10]=[C:9]([NH:8][CH3:7])[CH:18]=3)[CH:26]=1, predict the reactants needed to synthesize it. (2) The reactants are: [CH2:1]([O:3][C:4](=[O:15])[CH2:5][CH2:6][C:7]1[CH:12]=[CH:11][C:10]([C:13]#[N:14])=[CH:9][N:8]=1)[CH3:2].Br[CH2:17][C:18](=O)[CH3:19].C(=O)([O-])O.[Na+].C(#N)C. Given the product [CH2:1]([O:3][C:4](=[O:15])[CH2:5][C:6]1[C:18]([CH3:19])=[CH:17][N:8]2[C:7]=1[CH:12]=[CH:11][C:10]([C:13]#[N:14])=[CH:9]2)[CH3:2], predict the reactants needed to synthesize it. (3) The reactants are: [CH2:1]([O:8][C:9]1[CH:14]=[CH:13][C:12]([C:15]2[C:16]([OH:24])=[CH:17][CH:18]=[CH:19][C:20]=2[N+:21]([O-:23])=[O:22])=[CH:11][CH:10]=1)[C:2]1[CH:7]=[CH:6][CH:5]=[CH:4][CH:3]=1.[F:25][C:26]([F:39])([F:38])[S:27](O[S:27]([C:26]([F:39])([F:38])[F:25])(=[O:29])=[O:28])(=[O:29])=[O:28]. Given the product [F:25][C:26]([F:39])([F:38])[S:27]([O:24][C:16]1[CH:17]=[CH:18][CH:19]=[C:20]([N+:21]([O-:23])=[O:22])[C:15]=1[C:12]1[CH:11]=[CH:10][C:9]([O:8][CH2:1][C:2]2[CH:7]=[CH:6][CH:5]=[CH:4][CH:3]=2)=[CH:14][CH:13]=1)(=[O:29])=[O:28], predict the reactants needed to synthesize it. (4) Given the product [F:1][CH:2]1[CH2:7][CH2:6][N:5]([S:8]([C:11]2[CH:17]=[CH:16][C:14]([NH:15][C:26]([C:24]3[O:25][C:21]([N+:18]([O-:20])=[O:19])=[CH:22][CH:23]=3)=[O:27])=[CH:13][CH:12]=2)(=[O:10])=[O:9])[CH2:4][CH2:3]1, predict the reactants needed to synthesize it. The reactants are: [F:1][CH:2]1[CH2:7][CH2:6][N:5]([S:8]([C:11]2[CH:17]=[CH:16][C:14]([NH2:15])=[CH:13][CH:12]=2)(=[O:10])=[O:9])[CH2:4][CH2:3]1.[N+:18]([C:21]1[O:25][C:24]([C:26](Cl)=[O:27])=[CH:23][CH:22]=1)([O-:20])=[O:19].C(#N)C. (5) Given the product [CH3:1][N:2]1[CH2:3][CH2:4][N:5]([C:8]2[CH:9]=[C:10]([CH:21]([CH:24]=[O:26])[C:22]#[N:23])[CH:11]=[C:12]([N:14]3[CH2:15][CH2:16][N:17]([CH3:20])[CH2:18][CH2:19]3)[CH:13]=2)[CH2:6][CH2:7]1, predict the reactants needed to synthesize it. The reactants are: [CH3:1][N:2]1[CH2:7][CH2:6][N:5]([C:8]2[CH:9]=[C:10]([CH2:21][C:22]#[N:23])[CH:11]=[C:12]([N:14]3[CH2:19][CH2:18][N:17]([CH3:20])[CH2:16][CH2:15]3)[CH:13]=2)[CH2:4][CH2:3]1.[CH2:24]([O:26]C=O)C.C[O-].[Na+]. (6) Given the product [CH2:21]([O:20][C:18](=[O:19])[CH:17]([C:8]1[CH:9]=[CH:10][C:11]([N+:12]([O-:14])=[O:13])=[C:2]([NH2:1])[C:3]=1[C:4]([O:6][CH3:7])=[O:5])[C:16]([O:24][CH2:25][CH3:26])=[O:23])[CH3:22], predict the reactants needed to synthesize it. The reactants are: [NH2:1][C:2]1[C:11]([N+:12]([O-:14])=[O:13])=[CH:10][CH:9]=[C:8](Cl)[C:3]=1[C:4]([O:6][CH3:7])=[O:5].[C:16]([O:24][CH2:25][CH3:26])(=[O:23])[CH2:17][C:18]([O:20][CH2:21][CH3:22])=[O:19].C([O-])([O-])=O.[K+].[K+].Cl. (7) Given the product [C:46]([NH:45][C@@H:37]([CH2:38][C:39]1[CH:44]=[CH:43][CH:42]=[CH:41][CH:40]=1)[C:36]([NH:35][C@@H:10]([CH2:11][C:12]1[CH:13]=[CH:14][C:15]([N:18]2[CH2:22][C:21](=[O:23])[N:20]([CH2:24][C:25]3[CH:26]=[CH:27][C:28]([O:31][CH3:32])=[CH:29][CH:30]=3)[S:19]2(=[O:34])=[O:33])=[CH:16][CH:17]=1)[C:9]([OH:50])=[O:8])=[O:49])(=[O:48])[CH3:47], predict the reactants needed to synthesize it. The reactants are: C([O:8][C:9](=[O:50])[C@@H:10]([NH:35][C:36](=[O:49])[C@@H:37]([NH:45][C:46](=[O:48])[CH3:47])[CH2:38][C:39]1[CH:44]=[CH:43][CH:42]=[CH:41][CH:40]=1)[CH2:11][C:12]1[CH:17]=[CH:16][C:15]([N:18]2[CH2:22][C:21](=[O:23])[N:20]([CH2:24][C:25]3[CH:30]=[CH:29][C:28]([O:31][CH3:32])=[CH:27][CH:26]=3)[S:19]2(=[O:34])=[O:33])=[CH:14][CH:13]=1)C1C=CC=CC=1.